This data is from Peptide-MHC class II binding affinity with 134,281 pairs from IEDB. The task is: Regression. Given a peptide amino acid sequence and an MHC pseudo amino acid sequence, predict their binding affinity value. This is MHC class II binding data. (1) The peptide sequence is GGRLAFQEFMIVPCE. The MHC is DRB1_0301 with pseudo-sequence DRB1_0301. The binding affinity (normalized) is 0.276. (2) The peptide sequence is AYQQGVTVDSIG. The MHC is DRB1_0404 with pseudo-sequence DRB1_0404. The binding affinity (normalized) is 0.138.